This data is from NCI-60 drug combinations with 297,098 pairs across 59 cell lines. The task is: Regression. Given two drug SMILES strings and cell line genomic features, predict the synergy score measuring deviation from expected non-interaction effect. Drug 1: C1C(C(OC1N2C=C(C(=O)NC2=O)F)CO)O. Drug 2: CCC1=C2CN3C(=CC4=C(C3=O)COC(=O)C4(CC)O)C2=NC5=C1C=C(C=C5)O. Cell line: MOLT-4. Synergy scores: CSS=54.8, Synergy_ZIP=-0.589, Synergy_Bliss=0.783, Synergy_Loewe=-9.90, Synergy_HSA=0.470.